From a dataset of Reaction yield outcomes from USPTO patents with 853,638 reactions. Predict the reaction yield, written as a fraction of the theoretical maximum amount of product (1.0 means a 100% yield; for example, 0.34 means a 34% yield). (1) The catalyst is CCO. The yield is 0.640. The reactants are [CH2:1]([N:8]1[CH2:36][CH2:35][CH2:34][C:10]2([CH2:15][N:14]([C:16]3[CH:17]=[C:18]([CH3:33])[C:19]4[N:23]=[C:22]([C:24]5[C:25](=[O:31])[NH:26][CH:27]=[CH:28][C:29]=5Cl)[NH:21][C:20]=4[CH:32]=3)[CH2:13][CH2:12][CH2:11]2)[CH2:9]1)[C:2]1[CH:7]=[CH:6][CH:5]=[CH:4][CH:3]=1.[NH2:37][CH2:38][C@H:39]([C:41]1[CH:46]=[CH:45][CH:44]=[C:43]([Cl:47])[CH:42]=1)[OH:40].CCN(CC)CC. The product is [CH2:1]([N:8]1[CH2:36][CH2:35][CH2:34][C:10]2([CH2:15][N:14]([C:16]3[CH:17]=[C:18]([CH3:33])[C:19]4[N:23]=[C:22]([C:24]5[C:25](=[O:31])[NH:26][CH:27]=[CH:28][C:29]=5[NH:37][CH2:38][C@H:39]([C:41]5[CH:46]=[CH:45][CH:44]=[C:43]([Cl:47])[CH:42]=5)[OH:40])[NH:21][C:20]=4[CH:32]=3)[CH2:13][CH2:12][CH2:11]2)[CH2:9]1)[C:2]1[CH:7]=[CH:6][CH:5]=[CH:4][CH:3]=1. (2) The product is [O:22]=[C:21]1[C:20]2[C:33]([C:32]([O:36][CH2:37][CH3:38])=[O:35])=[CH:34][CH:26]=[CH:27][C:19]=2[NH:18][CH:11]([C:12]2[CH:17]=[CH:16][CH:15]=[CH:14][CH:13]=2)[CH:9]1[C:5]1[N:4]([CH2:1][CH2:2][CH3:3])[CH:8]=[CH:7][N:6]=1. The reactants are [CH2:1]([N:4]1[CH:8]=[CH:7][N:6]=[C:5]1[CH:9]=O)[CH2:2][CH3:3].[CH:11](=[N:18]/[C:19]1[CH:27]=[CH:26]C=C2[C:20]=1[CH2:21][O:22]C2=O)\[C:12]1[CH:17]=[CH:16][CH:15]=[CH:14][CH:13]=1.C[O-].[Na+].[C:32]([O:36][CH2:37][CH3:38])(=[O:35])[CH2:33][CH3:34]. No catalyst specified. The yield is 0.300. (3) The reactants are N1C=CC=CC=1.[CH3:7][O:8][C:9]1[CH:14]=[CH:13][C:12]([CH2:15][CH2:16][CH2:17][CH2:18][OH:19])=[CH:11][CH:10]=1.[C:20]1([CH3:30])[CH:25]=[CH:24][C:23]([S:26](Cl)(=[O:28])=[O:27])=[CH:22][CH:21]=1. The catalyst is C(Cl)(Cl)Cl. The product is [CH3:7][O:8][C:9]1[CH:14]=[CH:13][C:12]([CH2:15][CH2:16][CH2:17][CH2:18][O:19][S:26]([C:23]2[CH:24]=[CH:25][C:20]([CH3:30])=[CH:21][CH:22]=2)(=[O:28])=[O:27])=[CH:11][CH:10]=1. The yield is 0.660. (4) The reactants are C(N(CC)CC)C.CN(C1C=CC=CN=1)C.[F:17][CH:18]([CH:24]([OH:27])[CH2:25][CH3:26])[C:19]([O:21][CH2:22][CH3:23])=[O:20].[C:28](Cl)(=[O:32])[C:29]([CH3:31])=[CH2:30].C(=O)(O)[O-].[Na+]. The catalyst is C(OCC)(=O)C.C1COCC1. The product is [F:17][CH:18]([CH:24]([O:27][C:28](=[O:32])[C:29]([CH3:31])=[CH2:30])[CH2:25][CH3:26])[C:19]([O:21][CH2:22][CH3:23])=[O:20]. The yield is 0.600. (5) The reactants are C(O)(C(F)(F)F)=O.[CH2:8]([O:51][CH:52]1[C@H:56]2[C@H:57](OC3CCCCO3)[N:58](C(OC(C)(C)C)=O)[C:59]3[CH:66]=[CH:65][C:64]([O:67][CH3:68])=[CH:63][C:60]=3[C:61](=[O:62])[N:55]2[CH2:54][CH2:53]1)[CH2:9][CH2:10][CH2:11][CH2:12][CH2:13][CH2:14][CH2:15][CH2:16][CH2:17][CH2:18][O:19][CH:20]1[C@H:24]2[C@H:25](OC3CCCCO3)[N:26](C(OC(C)(C)C)=O)[C:27]3[CH:34]=[CH:33][C:32]([O:35][CH3:36])=[CH:31][C:28]=3[C:29](=[O:30])[N:23]2[CH2:22][CH2:21]1.C([O-])(O)=O.[Na+]. The catalyst is CO.C(Cl)(Cl)Cl. The product is [CH2:18]([O:19][CH:20]1[C@@H:24]2[CH:25]=[N:26][C:27]3[CH:34]=[CH:33][C:32]([O:35][CH3:36])=[CH:31][C:28]=3[C:29](=[O:30])[N:23]2[CH2:22][CH2:21]1)[CH2:17][CH2:16][CH2:15][CH2:14][CH2:13][CH2:12][CH2:11][CH2:10][CH2:9][CH2:8][O:51][CH:52]1[C@@H:56]2[CH:57]=[N:58][C:59]3[CH:66]=[CH:65][C:64]([O:67][CH3:68])=[CH:63][C:60]=3[C:61](=[O:62])[N:55]2[CH2:54][CH2:53]1. The yield is 0.810. (6) The reactants are [Cl:1][C:2]1[N:11]=[C:10](Cl)[C:9]2[C:4](=[CH:5][C:6]([O:15][CH3:16])=[C:7]([O:13][CH3:14])[CH:8]=2)[N:3]=1.B([O-])([O-])O[C:19]1[CH:24]=[CH:23][CH:22]=[C:21]([NH:25][C:26]([O:28][C:29]([CH3:32])([CH3:31])[CH3:30])=[O:27])[CH:20]=1.C(=O)([O-])[O-].[Na+].[Na+].[Cl-].[Na+]. The catalyst is C([O-])(=O)C.[Pd+2].C([O-])(=O)C.C1(P(C2C=CC=CC=2)[C-]2C=CC=C2)C=CC=CC=1.[C-]1(P(C2C=CC=CC=2)C2C=CC=CC=2)C=CC=C1.[Fe+2].C(OCC)(=O)C.O1CCCC1. The product is [Cl:1][C:2]1[N:11]=[C:10]([C:19]2[CH:20]=[C:21]([NH:25][C:26](=[O:27])[O:28][C:29]([CH3:31])([CH3:30])[CH3:32])[CH:22]=[CH:23][CH:24]=2)[C:9]2[C:4](=[CH:5][C:6]([O:15][CH3:16])=[C:7]([O:13][CH3:14])[CH:8]=2)[N:3]=1. The yield is 0.915. (7) The reactants are [N:1]1[C:5]2[CH:6]=[CH:7][C:8]([C:10]([OH:12])=O)=[CH:9][C:4]=2[NH:3][CH:2]=1.[CH3:13][N:14]1[CH2:19][CH2:18][NH:17][CH2:16][CH2:15]1. No catalyst specified. The product is [CH3:13][N:14]1[CH2:19][CH2:18][N:17]([C:10]([C:8]2[CH:7]=[CH:6][C:5]3[NH:1][CH:2]=[N:3][C:4]=3[CH:9]=2)=[O:12])[CH2:16][CH2:15]1. The yield is 0.630.